From a dataset of NCI-60 drug combinations with 297,098 pairs across 59 cell lines. Regression. Given two drug SMILES strings and cell line genomic features, predict the synergy score measuring deviation from expected non-interaction effect. (1) Drug 1: CN(CC1=CN=C2C(=N1)C(=NC(=N2)N)N)C3=CC=C(C=C3)C(=O)NC(CCC(=O)O)C(=O)O. Drug 2: CCC1(CC2CC(C3=C(CCN(C2)C1)C4=CC=CC=C4N3)(C5=C(C=C6C(=C5)C78CCN9C7C(C=CC9)(C(C(C8N6C=O)(C(=O)OC)O)OC(=O)C)CC)OC)C(=O)OC)O.OS(=O)(=O)O. Cell line: ACHN. Synergy scores: CSS=35.8, Synergy_ZIP=1.73, Synergy_Bliss=2.73, Synergy_Loewe=-26.7, Synergy_HSA=-1.80. (2) Drug 1: C1C(C(OC1N2C=NC3=C(N=C(N=C32)Cl)N)CO)O. Drug 2: CCC(=C(C1=CC=CC=C1)C2=CC=C(C=C2)OCCN(C)C)C3=CC=CC=C3.C(C(=O)O)C(CC(=O)O)(C(=O)O)O. Cell line: COLO 205. Synergy scores: CSS=41.2, Synergy_ZIP=2.14, Synergy_Bliss=1.39, Synergy_Loewe=-7.28, Synergy_HSA=1.14.